Dataset: Catalyst prediction with 721,799 reactions and 888 catalyst types from USPTO. Task: Predict which catalyst facilitates the given reaction. (1) Reactant: [Cl:1][C:2]1[C:3](=[O:29])[N:4]([C:19]2[CH:20]=[C:21]([CH:25]=[CH:26][C:27]=2[F:28])[C:22]([NH2:24])=O)[C:5]([CH3:18])=[CH:6][C:7]=1[O:8][CH2:9][C:10]1[CH:15]=[CH:14][C:13]([F:16])=[CH:12][C:11]=1[F:17]. Product: [ClH:1].[NH2:24][CH2:22][C:21]1[CH:25]=[CH:26][C:27]([F:28])=[C:19]([N:4]2[C:5]([CH3:18])=[CH:6][C:7]([O:8][CH2:9][C:10]3[CH:15]=[CH:14][C:13]([F:16])=[CH:12][C:11]=3[F:17])=[C:2]([Cl:1])[C:3]2=[O:29])[CH:20]=1. The catalyst class is: 7. (2) Reactant: [NH2:1][CH:2]1[CH2:7][CH2:6][N:5]([CH2:8][C:9]2[CH:14]=[CH:13][CH:12]=[CH:11][CH:10]=2)[CH2:4][CH2:3]1.C([O-])([O-])=O.[K+].[K+].Br[CH2:22][CH2:23][O:24][CH2:25][CH2:26]Br. Product: [CH2:8]([N:5]1[CH2:6][CH2:7][CH:2]([N:1]2[CH2:26][CH2:25][O:24][CH2:23][CH2:22]2)[CH2:3][CH2:4]1)[C:9]1[CH:14]=[CH:13][CH:12]=[CH:11][CH:10]=1. The catalyst class is: 3. (3) Reactant: [F:1][C:2]1[CH:7]=[C:6]([S:8]([CH3:11])(=[O:10])=[O:9])[CH:5]=[CH:4][C:3]=1[C:12]1[CH:33]=[CH:32][C:15]2[NH:16][C:17]([CH:19]3[CH2:24][CH2:23][N:22]([C:25]([O:27][C:28]([CH3:31])([CH3:30])[CH3:29])=[O:26])[CH2:21][CH2:20]3)=[N:18][C:14]=2[CH:13]=1.[H-].[Na+].CI.[CH3:38]COC(C)=O.O. Product: [F:1][C:2]1[CH:7]=[C:6]([S:8]([CH3:11])(=[O:9])=[O:10])[CH:5]=[CH:4][C:3]=1[C:12]1[CH:33]=[CH:32][C:15]2[N:16]([CH3:38])[C:17]([CH:19]3[CH2:24][CH2:23][N:22]([C:25]([O:27][C:28]([CH3:30])([CH3:29])[CH3:31])=[O:26])[CH2:21][CH2:20]3)=[N:18][C:14]=2[CH:13]=1. The catalyst class is: 1.